Dataset: Forward reaction prediction with 1.9M reactions from USPTO patents (1976-2016). Task: Predict the product of the given reaction. (1) Given the reactants C[O:2][C:3](=O)[C:4]1[CH:9]=[C:8]([Cl:10])[CH:7]=[CH:6][C:5]=1[OH:11].O.[NH2:14][NH2:15].C(O)C, predict the reaction product. The product is: [Cl:10][C:8]1[CH:9]=[C:4]([C:3]([NH:14][NH2:15])=[O:2])[C:5]([OH:11])=[CH:6][CH:7]=1. (2) Given the reactants C([O:5][C:6](=[O:19])[CH2:7][O:8][C:9]1[CH:14]=[CH:13][C:12]([C:15]#[N:16])=[CH:11][C:10]=1[C:17]#[CH:18])(C)(C)C.C([C:22]1[CH:27]=[C:26]([S:28]([CH2:31][CH2:32]C)(=[O:30])=[O:29])[CH:25]=[CH:24][C:23]=1[CH3:34])#C, predict the reaction product. The product is: [C:15]([C:12]1[CH:13]=[CH:14][C:9]([O:8][CH2:7][C:6]([OH:5])=[O:19])=[C:10]([C:17]#[C:18][C:24]2[CH:25]=[C:26]([S:28]([CH2:31][CH3:32])(=[O:29])=[O:30])[CH:27]=[CH:22][C:23]=2[CH3:34])[CH:11]=1)#[N:16].